This data is from Forward reaction prediction with 1.9M reactions from USPTO patents (1976-2016). The task is: Predict the product of the given reaction. Given the reactants [CH3:1][C:2]1[N:3]=[C:4]([NH:13][C:14]2[CH:19]=[N:18][CH:17]=[CH:16][N:15]=2)[S:5][C:6]=1[C:7]1[CH:12]=[CH:11][N:10]=[CH:9][CH:8]=1.[Cl:20]C1C=C(CC(=O)C)C=CN=1, predict the reaction product. The product is: [Cl:20][C:11]1[CH:12]=[C:7]([C:6]2[S:5][C:4]([NH:13][C:14]3[CH:19]=[N:18][CH:17]=[CH:16][N:15]=3)=[N:3][C:2]=2[CH3:1])[CH:8]=[CH:9][N:10]=1.